Dataset: hERG potassium channel inhibition data for cardiac toxicity prediction from Karim et al.. Task: Regression/Classification. Given a drug SMILES string, predict its toxicity properties. Task type varies by dataset: regression for continuous values (e.g., LD50, hERG inhibition percentage) or binary classification for toxic/non-toxic outcomes (e.g., AMES mutagenicity, cardiotoxicity, hepatotoxicity). Dataset: herg_karim. (1) The drug is CC(C)(C)c1cc(CN2CCC(CNCCCCCC(c3ccc(F)cc3)c3ccc(F)cc3)C2)cc(C(C)(C)C)c1O. The result is 1 (blocker). (2) The drug is Cc1ccc2c(N3CCN(CCc4cccc5c4OCc4c(C(=O)NC(C)C)ncn4-5)CC3)cccc2n1. The result is 1 (blocker). (3) The compound is CCC(NC(=O)c1c([S+](C)[O-])c(-c2ccccc2)nc2ccccc12)c1ccccc1. The result is 0 (non-blocker). (4) The compound is Cc1nc(C)c(-c2csc(Nc3ccc(C(=O)N4C5CCC4CN(c4ncc(C(F)(F)F)cn4)C5)cn3)n2)s1. The result is 0 (non-blocker). (5) The compound is Cc1ccc2c(-c3nnc(SCCCN4C[C@H]5C[C@@]5(c5ccccc5)C4)n3C)cccc2n1. The result is 1 (blocker). (6) The compound is CN[C@H]1CCN(C(=O)c2ccc(Nc3ncc(F)c(-c4cnc(C)n4C(C)C)n3)cc2)C1. The result is 0 (non-blocker).